Dataset: Reaction yield outcomes from USPTO patents with 853,638 reactions. Task: Predict the reaction yield, written as a fraction of the theoretical maximum amount of product (1.0 means a 100% yield; for example, 0.34 means a 34% yield). (1) The reactants are Cl[C:2]1[NH:3][CH:4]=[C:5]([N+:7]([O-:9])=[O:8])[N:6]=1.[CH3:10][C:11]1([CH2:14][N:15]2[CH2:20][CH2:19][N:18]([C:21]3[CH:26]=[CH:25][C:24]([C:27]([F:30])([F:29])[F:28])=[CH:23][CH:22]=3)[CH2:17][CH2:16]2)[CH2:13][O:12]1.C(=O)([O-])O.[Na+]. The catalyst is C(O)CC. The product is [F:30][C:27]([F:28])([F:29])[C:24]1[CH:23]=[CH:22][C:21]([N:18]2[CH2:17][CH2:16][N:15]([CH2:14][C:11]3([CH3:10])[O:12][C:2]4=[N:6][C:5]([N+:7]([O-:9])=[O:8])=[CH:4][N:3]4[CH2:13]3)[CH2:20][CH2:19]2)=[CH:26][CH:25]=1. The yield is 0.290. (2) The reactants are Br[C:2]1[CH:3]=[N:4][C:5]2[C:10]([CH:11]=1)=[CH:9][CH:8]=[CH:7][CH:6]=2.CNCCNC.[I-:18].[Na+].O. The catalyst is O1CCOCC1. The product is [I:18][C:2]1[CH:3]=[N:4][C:5]2[C:10]([CH:11]=1)=[CH:9][CH:8]=[CH:7][CH:6]=2. The yield is 0.870. (3) The reactants are Cl[C:2]1[N:3]=[C:4]([N:13]2[CH2:18][CH2:17][O:16][CH2:15][CH2:14]2)[C:5]2[S:10][C:9]([CH2:11][NH2:12])=[CH:8][C:6]=2[N:7]=1.[CH3:19][O:20][C:21]1[CH:22]=[C:23]([CH2:27][C:28](Cl)=[O:29])[CH:24]=[CH:25][CH:26]=1.CC1(C)C(C)(C)OB([C:39]2[CH:47]=[CH:46][CH:45]=[C:44]3[C:40]=2[CH:41]=[N:42][NH:43]3)O1. No catalyst specified. The product is [NH:43]1[C:44]2[C:40](=[C:39]([C:2]3[N:3]=[C:4]([N:13]4[CH2:18][CH2:17][O:16][CH2:15][CH2:14]4)[C:5]4[S:10][C:9]([CH2:11][NH:12][C:28](=[O:29])[CH2:27][C:23]5[CH:24]=[CH:25][CH:26]=[C:21]([O:20][CH3:19])[CH:22]=5)=[CH:8][C:6]=4[N:7]=3)[CH:47]=[CH:46][CH:45]=2)[CH:41]=[N:42]1. The yield is 0.330. (4) The reactants are [Cl:1][C:2]1[CH:7]=[C:6]([Cl:8])[CH:5]=[C:4]([Cl:9])[C:3]=1[C:10]1[C:11]([OH:16])=[CH:12][CH:13]=[CH:14][CH:15]=1.C(=O)([O-])[O-].[K+].[K+].C(Br)C=C.[CH2:27]([O:30]CC=C)[CH:28]=[CH2:29].C(C1C=CC=C(C2C(Cl)=CC(Cl)=CC=2Cl)C=1O)C=C.ClC1C=C(C=CC=1)C(OO)=O. The catalyst is C1(C)C=C(C)C=C(C)C=1. The product is [Cl:1][C:2]1[CH:7]=[C:6]([Cl:8])[CH:5]=[C:4]([Cl:9])[C:3]=1[C:10]1[C:11]2[O:16][CH:28]([CH2:27][OH:30])[CH2:29][C:12]=2[CH:13]=[CH:14][CH:15]=1. The yield is 0.950. (5) The reactants are [F:1][C:2]1[CH:7]=[CH:6][C:5]([C:8]2[C:9]([CH2:21][OH:22])=[C:10]3[C:15](=[CH:16][CH:17]=2)[NH:14][C:13]([CH3:19])([CH3:18])[CH:12]=[C:11]3[CH3:20])=[C:4]([O:23][CH3:24])[CH:3]=1.O[C:26]1[CH:31]=[CH:30][CH:29]=[CH:28][C:27]=1[CH2:32][C:33]([O:35][CH3:36])=[O:34].C(P(CCCC)CCCC)CCC.N(C(N1CCCCC1)=O)=NC(N1CCCCC1)=O. The catalyst is C1C=CC=CC=1.CCCCCC. The product is [F:1][C:2]1[CH:7]=[CH:6][C:5]([C:8]2[C:9]([CH2:21][O:22][C:26]3[CH:31]=[CH:30][CH:29]=[CH:28][C:27]=3[CH2:32][C:33]([O:35][CH3:36])=[O:34])=[C:10]3[C:15](=[CH:16][CH:17]=2)[NH:14][C:13]([CH3:19])([CH3:18])[CH:12]=[C:11]3[CH3:20])=[C:4]([O:23][CH3:24])[CH:3]=1. The yield is 0.740. (6) The reactants are [Cl:1][C:2]1[CH:7]=[CH:6][N:5]=[C:4]([C:8]([OH:10])=O)[CH:3]=1.[CH3:11][O:12][C:13](=[O:29])[C@@H:14]([NH2:28])[CH2:15][C:16]1[CH:21]=[CH:20][C:19]([C:22]2[CH:27]=[CH:26][CH:25]=[CH:24][CH:23]=2)=[CH:18][CH:17]=1. No catalyst specified. The product is [CH3:11][O:12][C:13](=[O:29])[C@@H:14]([NH:28][C:8]([C:4]1[CH:3]=[C:2]([Cl:1])[CH:7]=[CH:6][N:5]=1)=[O:10])[CH2:15][C:16]1[CH:21]=[CH:20][C:19]([C:22]2[CH:27]=[CH:26][CH:25]=[CH:24][CH:23]=2)=[CH:18][CH:17]=1. The yield is 0.850.